Task: Predict which catalyst facilitates the given reaction.. Dataset: Catalyst prediction with 721,799 reactions and 888 catalyst types from USPTO Reactant: FC(F)(F)S(O[C:7]1[C:12]([CH3:13])=[CH:11][CH:10]=[C:9]([CH3:14])[C:8]=1[Si](C)(C)C)(=O)=O.[F-].[Cs+].[C:23]1([P:29]([O:33]CC)[O:30][CH2:31][CH3:32])[CH:28]=[CH:27][CH:26]=[CH:25][CH:24]=1.C(#N)C. Product: [CH3:14][C:9]1[CH:10]=[CH:11][C:12]([CH3:13])=[CH:7][C:8]=1[P:29]([C:23]1[CH:28]=[CH:27][CH:26]=[CH:25][CH:24]=1)(=[O:33])[O:30][CH2:31][CH3:32]. The catalyst class is: 25.